Dataset: Reaction yield outcomes from USPTO patents with 853,638 reactions. Task: Predict the reaction yield, written as a fraction of the theoretical maximum amount of product (1.0 means a 100% yield; for example, 0.34 means a 34% yield). (1) The reactants are C1C=CC2N(O)[N:8]=[N:7]C=2C=1.CCN=C=NCCCN(C)C.[F:22][CH:23]([F:34])[O:24][C:25]1[CH:33]=[CH:32][C:28]([C:29](O)=[O:30])=[CH:27][CH:26]=1.O.NN. The catalyst is C(#N)C.C1CCCCC1. The product is [F:22][CH:23]([F:34])[O:24][C:25]1[CH:33]=[CH:32][C:28]([C:29]([NH:7][NH2:8])=[O:30])=[CH:27][CH:26]=1. The yield is 0.790. (2) The reactants are Cl.[OH:2][C:3]1[CH:19]=[C:18]2[C:6]([NH:7][CH:8]=[C:9]2[CH2:10][C@@H:11]([C:13]([O:15][CH2:16][CH3:17])=[O:14])[NH2:12])=[CH:5][CH:4]=1.CCN(CC)CC.[C:27](O[C:27]([O:29][C:30]([CH3:33])([CH3:32])[CH3:31])=[O:28])([O:29][C:30]([CH3:33])([CH3:32])[CH3:31])=[O:28]. The catalyst is C(Cl)Cl. The product is [C:30]([O:29][C:27]([NH:12][C@H:11]([C:13]([O:15][CH2:16][CH3:17])=[O:14])[CH2:10][C:9]1[C:18]2[C:6](=[CH:5][CH:4]=[C:3]([OH:2])[CH:19]=2)[NH:7][CH:8]=1)=[O:28])([CH3:33])([CH3:32])[CH3:31]. The yield is 0.980. (3) The reactants are O.[NH2:2][NH2:3].Cl[C:5]1[S:6][C:7]([S:10][CH2:11][CH3:12])=[N:8][N:9]=1. The catalyst is C(O)C. The product is [CH2:11]([S:10][C:7]1[S:6][C:5]([NH:2][NH2:3])=[N:9][N:8]=1)[CH3:12]. The yield is 0.890. (4) The reactants are C(Cl)(=O)C(Cl)=O.CS(C)=O.[C:11]([C:15]1[CH:19]=[C:18]([CH2:20][OH:21])[N:17]([CH2:22][C:23]2[CH:28]=[CH:27][C:26]([C:29]([F:32])([F:31])[F:30])=[CH:25][C:24]=2[Cl:33])[N:16]=1)([CH3:14])([CH3:13])[CH3:12].C(N(CC)CC)C. The catalyst is ClCCl. The product is [C:11]([C:15]1[CH:19]=[C:18]([CH:20]=[O:21])[N:17]([CH2:22][C:23]2[CH:28]=[CH:27][C:26]([C:29]([F:32])([F:31])[F:30])=[CH:25][C:24]=2[Cl:33])[N:16]=1)([CH3:14])([CH3:12])[CH3:13]. The yield is 0.810. (5) The reactants are [CH3:1][C:2]1[CH:3]=[CH:4][C:5]([NH:21][C:22]([C:24]2[CH:25]=[CH:26][C:27]([CH2:30][N:31]3[CH2:36][CH2:35][N:34]([CH3:37])[CH2:33][CH2:32]3)=[CH:28][CH:29]=2)=[O:23])=[CH:6][C:7]=1[NH:8][C:9]1[N:10]=[CH:11][CH:12]=[C:13]([C:15]2[CH:16]=[CH:17][CH:18]=[N:19][CH:20]=2)[N:14]=1.[Cl:38][CH:39]([Cl:43])[C:40]([OH:42])=[O:41]. The catalyst is CO. The product is [CH3:1][C:2]1[CH:3]=[CH:4][C:5]([NH:21][C:22]([C:24]2[CH:29]=[CH:28][C:27]([CH2:30][N:31]3[CH2:32][CH2:33][N:34]([CH3:37])[CH2:35][CH2:36]3)=[CH:26][CH:25]=2)=[O:23])=[CH:6][C:7]=1[NH:8][C:9]1[N:10]=[CH:11][CH:12]=[C:13]([C:15]2[CH:16]=[CH:17][CH:18]=[N:19][CH:20]=2)[N:14]=1.[Cl:38][CH:39]([Cl:43])[C:40]([O-:42])=[O:41]. The yield is 0.937. (6) The reactants are C([O:3][C:4](=[O:30])[CH:5]([N:12]1[C:16]2[CH:17]=[C:18]([F:22])[C:19]([F:21])=[CH:20][C:15]=2[N:14]=[C:13]1[C:23]1[CH:28]=[CH:27][C:26]([Cl:29])=[CH:25][CH:24]=1)[CH:6]1[CH2:11][CH2:10][CH2:9][CH2:8][CH2:7]1)C.O.[OH-].[Li+]. The catalyst is O1CCOCC1.O. The product is [Cl:29][C:26]1[CH:27]=[CH:28][C:23]([C:13]2[N:12]([CH:5]([CH:6]3[CH2:7][CH2:8][CH2:9][CH2:10][CH2:11]3)[C:4]([OH:30])=[O:3])[C:16]3[CH:17]=[C:18]([F:22])[C:19]([F:21])=[CH:20][C:15]=3[N:14]=2)=[CH:24][CH:25]=1. The yield is 0.950. (7) The reactants are [NH:1]1[C:5]2[CH:6]=[CH:7][CH:8]=[CH:9][C:4]=2[N:3]=[C:2]1[CH2:10][N:11]([CH:15]1[C:24]2[N:23]=[CH:22][CH:21]=[CH:20][C:19]=2[CH2:18][CH2:17][CH2:16]1)[CH2:12][CH2:13][NH2:14].[C:25]([O:29][C:30]([NH:32][C:33](N1C=CC=N1)=[N:34][C:35]([O:37][C:38]([CH3:41])([CH3:40])[CH3:39])=[O:36])=[O:31])([CH3:28])([CH3:27])[CH3:26]. The catalyst is C1COCC1. The product is [C:38]([O:37][C:35]([NH:34][C:33]([NH:32][C:30]([O:29][C:25]([CH3:28])([CH3:27])[CH3:26])=[O:31])=[N:14][CH2:13][CH2:12][N:11]([CH2:10][C:2]1[NH:3][C:4]2[CH:9]=[CH:8][CH:7]=[CH:6][C:5]=2[N:1]=1)[CH:15]1[C:24]2[N:23]=[CH:22][CH:21]=[CH:20][C:19]=2[CH2:18][CH2:17][CH2:16]1)=[O:36])([CH3:41])([CH3:40])[CH3:39]. The yield is 0.740. (8) The catalyst is CCOC(C)=O.[Pd]. The reactants are C([O:8][C:9](=[O:30])[C@@H:10]([CH2:14][C:15]([N:17]1[C:29]2[CH:28]=[CH:27][CH:26]=[CH:25][C:24]=2[C:23]2[C:18]1=[CH:19][CH:20]=[CH:21][CH:22]=2)=[O:16])[CH2:11][CH2:12][CH3:13])C1C=CC=CC=1. The yield is 0.840. The product is [CH:28]1[C:29]2[N:17]([C:15](=[O:16])[CH2:14][C@@H:10]([CH2:11][CH2:12][CH3:13])[C:9]([OH:30])=[O:8])[C:18]3[C:23](=[CH:22][CH:21]=[CH:20][CH:19]=3)[C:24]=2[CH:25]=[CH:26][CH:27]=1. (9) The reactants are [C:1]1(=[O:11])[NH:5][C:4](=[O:6])[C:3]2=[CH:7][CH:8]=[CH:9][CH:10]=[C:2]12.C1(P(C2C=CC=CC=2)C2C=CC=CC=2)C=CC=CC=1.[Br:31][C:32]1[N:37]=[C:36]([CH:38](O)[CH2:39][C:40]2[CH:48]=[C:47]([CH3:49])[C:46]3[C:42](=[CH:43][N:44]([CH2:50][O:51][CH2:52][CH2:53][Si:54]([CH3:57])([CH3:56])[CH3:55])[N:45]=3)[CH:41]=2)[CH:35]=[CH:34][CH:33]=1. The catalyst is C(Cl)Cl.CCCCCC. The product is [Br:31][C:32]1[N:37]=[C:36]([CH:38]([N:5]2[C:1](=[O:11])[C:2]3[C:3](=[CH:7][CH:8]=[CH:9][CH:10]=3)[C:4]2=[O:6])[CH2:39][C:40]2[CH:48]=[C:47]([CH3:49])[C:46]3[C:42](=[CH:43][N:44]([CH2:50][O:51][CH2:52][CH2:53][Si:54]([CH3:57])([CH3:56])[CH3:55])[N:45]=3)[CH:41]=2)[CH:35]=[CH:34][CH:33]=1. The yield is 1.00.